From a dataset of Merck oncology drug combination screen with 23,052 pairs across 39 cell lines. Regression. Given two drug SMILES strings and cell line genomic features, predict the synergy score measuring deviation from expected non-interaction effect. (1) Drug 1: N#Cc1ccc(Cn2cncc2CN2CCN(c3cccc(Cl)c3)C(=O)C2)cc1. Drug 2: Cc1nc(Nc2ncc(C(=O)Nc3c(C)cccc3Cl)s2)cc(N2CCN(CCO)CC2)n1. Cell line: OCUBM. Synergy scores: synergy=19.2. (2) Drug 1: CN1C(=O)C=CC2(C)C3CCC4(C)C(NC(=O)OCC(F)(F)F)CCC4C3CCC12. Drug 2: O=c1[nH]cc(F)c(=O)[nH]1. Cell line: UACC62. Synergy scores: synergy=1.03. (3) Drug 1: O=C(O)C1(Cc2cccc(Nc3nccs3)n2)CCC(Oc2cccc(Cl)c2F)CC1. Drug 2: COC1CC2CCC(C)C(O)(O2)C(=O)C(=O)N2CCCCC2C(=O)OC(C(C)CC2CCC(OP(C)(C)=O)C(OC)C2)CC(=O)C(C)C=C(C)C(O)C(OC)C(=O)C(C)CC(C)C=CC=CC=C1C. Cell line: KPL1. Synergy scores: synergy=29.0. (4) Drug 1: O=P1(N(CCCl)CCCl)NCCCO1. Cell line: A375. Drug 2: NC(=O)c1cccc2cn(-c3ccc(C4CCCNC4)cc3)nc12. Synergy scores: synergy=-1.33. (5) Drug 1: CCC1=CC2CN(C1)Cc1c([nH]c3ccccc13)C(C(=O)OC)(c1cc3c(cc1OC)N(C)C1C(O)(C(=O)OC)C(OC(C)=O)C4(CC)C=CCN5CCC31C54)C2. Drug 2: NC1(c2ccc(-c3nc4ccn5c(=O)[nH]nc5c4cc3-c3ccccc3)cc2)CCC1. Cell line: A375. Synergy scores: synergy=44.9. (6) Drug 1: CC1(c2nc3c(C(N)=O)cccc3[nH]2)CCCN1. Drug 2: CCc1c2c(nc3ccc(O)cc13)-c1cc3c(c(=O)n1C2)COC(=O)C3(O)CC. Cell line: UWB1289BRCA1. Synergy scores: synergy=5.97.